Dataset: Reaction yield outcomes from USPTO patents with 853,638 reactions. Task: Predict the reaction yield, written as a fraction of the theoretical maximum amount of product (1.0 means a 100% yield; for example, 0.34 means a 34% yield). The reactants are [Cl:1][C:2]1[CH:3]=[CH:4][C:5]2[N:6]([C:8]([CH3:15])=[C:9]([C:11]([F:14])([F:13])[F:12])[N:10]=2)[N:7]=1.[Br:16]N1C(=O)CCC1=O.N(C(C)(C)C#N)=NC(C)(C)C#N. The catalyst is C(#N)C. The product is [Br:16][CH2:15][C:8]1[N:6]2[N:7]=[C:2]([Cl:1])[CH:3]=[CH:4][C:5]2=[N:10][C:9]=1[C:11]([F:14])([F:13])[F:12]. The yield is 0.350.